Dataset: Reaction yield outcomes from USPTO patents with 853,638 reactions. Task: Predict the reaction yield, written as a fraction of the theoretical maximum amount of product (1.0 means a 100% yield; for example, 0.34 means a 34% yield). The reactants are C(=O)([O-])[O-].[K+].[K+].C([O:9][C:10](=[O:31])[CH2:11][CH2:12][C@H:13]1[CH2:17][O:16][C@@H:15]2[C@@H:18]([NH:21][C:22]([NH:24][CH:25]3[CH2:30][CH2:29][CH2:28][CH2:27][CH2:26]3)=[O:23])[CH2:19][O:20][C@H:14]12)C. The catalyst is CO. The product is [CH:25]1([NH:24][C:22](=[O:23])[NH:21][C@@H:18]2[C@H:15]3[O:16][CH2:17][C@H:13]([CH2:12][CH2:11][C:10]([OH:31])=[O:9])[C@H:14]3[O:20][CH2:19]2)[CH2:30][CH2:29][CH2:28][CH2:27][CH2:26]1. The yield is 0.440.